Task: Predict the reactants needed to synthesize the given product.. Dataset: Full USPTO retrosynthesis dataset with 1.9M reactions from patents (1976-2016) (1) Given the product [C:28]([O:27][C:24]1[CH:23]=[CH:22][C:21]([CH2:20][CH2:19][CH:3]2[C:4]3[C:12]4[CH:11]=[C:10]([CH3:13])[CH:9]=[CH:8][C:7]=4[NH:6][C:5]=3[CH2:14][CH2:15][N:2]2[CH3:1])=[CH:26][CH:25]=1)([CH3:30])([CH3:29])[CH3:31], predict the reactants needed to synthesize it. The reactants are: [CH3:1][N:2]1[CH2:15][CH2:14][C:5]2[NH:6][C:7]3[CH:8]=[CH:9][C:10]([CH3:13])=[CH:11][C:12]=3[C:4]=2[CH2:3]1.[OH-].[K+].Br[CH2:19][CH2:20][C:21]1[CH:26]=[CH:25][C:24]([O:27][C:28]([CH3:31])([CH3:30])[CH3:29])=[CH:23][CH:22]=1. (2) Given the product [CH2:1]([O:8][C:9](=[O:18])[CH:10]([O:17][N:20]1[C:24](=[O:25])[C:23]2[C:22](=[CH:29][CH:28]=[CH:27][CH:26]=2)[C:21]1=[O:30])[C:11]1[CH:12]=[CH:13][CH:14]=[CH:15][CH:16]=1)[C:2]1[CH:3]=[CH:4][CH:5]=[CH:6][CH:7]=1, predict the reactants needed to synthesize it. The reactants are: [CH2:1]([O:8][C:9](=[O:18])[CH:10]([OH:17])[C:11]1[CH:16]=[CH:15][CH:14]=[CH:13][CH:12]=1)[C:2]1[CH:7]=[CH:6][CH:5]=[CH:4][CH:3]=1.O[N:20]1[C:24](=[O:25])[C:23]2=[CH:26][CH:27]=[CH:28][CH:29]=[C:22]2[C:21]1=[O:30].C1C=CC(P(C2C=CC=CC=2)C2C=CC=CC=2)=CC=1.CC(OC(/N=N/C(OC(C)C)=O)=O)C.